From a dataset of Peptide-MHC class II binding affinity with 134,281 pairs from IEDB. Regression. Given a peptide amino acid sequence and an MHC pseudo amino acid sequence, predict their binding affinity value. This is MHC class II binding data. (1) The peptide sequence is NLNIKLNMPLYIAGN. The MHC is DRB1_0901 with pseudo-sequence DRB1_0901. The binding affinity (normalized) is 0.383. (2) The peptide sequence is ELEGQLHNIRSLTKM. The MHC is DRB1_0101 with pseudo-sequence DRB1_0101. The binding affinity (normalized) is 0.537. (3) The peptide sequence is FPDRASIIRLVGAVL. The MHC is HLA-DQA10102-DQB10602 with pseudo-sequence HLA-DQA10102-DQB10602. The binding affinity (normalized) is 0.836. (4) The peptide sequence is YKLGPSPKARSERPA. The MHC is HLA-DPA10201-DPB11401 with pseudo-sequence HLA-DPA10201-DPB11401. The binding affinity (normalized) is 0.185. (5) The peptide sequence is ANEPTAAAIAYGLDR. The MHC is HLA-DQA10401-DQB10402 with pseudo-sequence HLA-DQA10401-DQB10402. The binding affinity (normalized) is 0.573. (6) The peptide sequence is MAEMKTDAATLAQEA. The MHC is DRB4_0101 with pseudo-sequence DRB4_0103. The binding affinity (normalized) is 0.423.